Dataset: NCI-60 drug combinations with 297,098 pairs across 59 cell lines. Task: Regression. Given two drug SMILES strings and cell line genomic features, predict the synergy score measuring deviation from expected non-interaction effect. Drug 1: CNC(=O)C1=CC=CC=C1SC2=CC3=C(C=C2)C(=NN3)C=CC4=CC=CC=N4. Drug 2: C1CCC(C(C1)N)N.C(=O)(C(=O)[O-])[O-].[Pt+4]. Cell line: SW-620. Synergy scores: CSS=45.3, Synergy_ZIP=2.01, Synergy_Bliss=3.76, Synergy_Loewe=-5.40, Synergy_HSA=3.85.